Dataset: Full USPTO retrosynthesis dataset with 1.9M reactions from patents (1976-2016). Task: Predict the reactants needed to synthesize the given product. (1) Given the product [CH3:7][O:6][C:4](=[O:5])[C:3]1[CH:9]=[CH:10][C:11]([F:13])=[CH:12][C:2]=1[O:21][C:19]1[CH:18]=[CH:17][N:16]=[C:15]([NH2:14])[CH:20]=1, predict the reactants needed to synthesize it. The reactants are: F[C:2]1[CH:12]=[C:11]([F:13])[CH:10]=[CH:9][C:3]=1[C:4]([O:6][CH2:7]C)=[O:5].[NH2:14][C:15]1[CH:20]=[C:19]([OH:21])[CH:18]=[CH:17][N:16]=1.CC1NC2C(C=1)=CC(O)=CC=2. (2) Given the product [Cl:1][C:2]1[CH:3]=[CH:4][C:5]([O:26][C:33]([N:27]2[CH2:32][CH2:31][O:30][CH2:29][CH2:28]2)=[O:34])=[C:6]([CH:25]=1)[C:7]([NH:9][C:10]1[S:11][C:12]([C:19](=[O:24])[C:20]([CH3:23])([CH3:22])[CH3:21])=[C:13]([C:15]([CH3:18])([CH3:16])[CH3:17])[N:14]=1)=[O:8], predict the reactants needed to synthesize it. The reactants are: [Cl:1][C:2]1[CH:3]=[CH:4][C:5]([OH:26])=[C:6]([CH:25]=1)[C:7]([NH:9][C:10]1[S:11][C:12]([C:19](=[O:24])[C:20]([CH3:23])([CH3:22])[CH3:21])=[C:13]([C:15]([CH3:18])([CH3:17])[CH3:16])[N:14]=1)=[O:8].[N:27]1([C:33](Cl)=[O:34])[CH2:32][CH2:31][O:30][CH2:29][CH2:28]1. (3) Given the product [OH:1][C@@:2]1([C:9]#[C:10][C:11]2[CH:12]=[C:13]([C:17]3[N:18]=[C:19]([C:27]([NH2:32])=[O:29])[CH:20]=[C:21]4[C:26]=3[N:25]=[CH:24][CH:23]=[CH:22]4)[CH:14]=[CH:15][CH:16]=2)[CH2:6][CH2:5][N:4]([CH3:7])[C:3]1=[O:8], predict the reactants needed to synthesize it. The reactants are: [OH:1][C@@:2]1([C:9]#[C:10][C:11]2[CH:12]=[C:13]([C:17]3[N:18]=[C:19]([C:27]([O:29]CC)=O)[CH:20]=[C:21]4[C:26]=3[N:25]=[CH:24][CH:23]=[CH:22]4)[CH:14]=[CH:15][CH:16]=2)[CH2:6][CH2:5][N:4]([CH3:7])[C:3]1=[O:8].[NH3:32]. (4) Given the product [F:34][CH:35]([F:52])[C:36]1[CH:41]=[CH:40][C:39]([C:26]2[C:21]([NH:20][C:4]3[C:3]4[C:8](=[CH:9][C:10]([F:12])=[CH:11][C:2]=4[F:1])[N:7]=[C:6]([C:13]4[CH:18]=[CH:17][CH:16]=[CH:15][N:14]=4)[C:5]=3[CH3:19])=[CH:22][C:23]([N:28]3[CH2:33][CH2:32][O:31][CH2:30][CH2:29]3)=[N:24][CH:25]=2)=[CH:38][C:37]=1[F:51], predict the reactants needed to synthesize it. The reactants are: [F:1][C:2]1[CH:11]=[C:10]([F:12])[CH:9]=[C:8]2[C:3]=1[C:4]([NH:20][C:21]1[C:26](I)=[CH:25][N:24]=[C:23]([N:28]3[CH2:33][CH2:32][O:31][CH2:30][CH2:29]3)[CH:22]=1)=[C:5]([CH3:19])[C:6]([C:13]1[CH:18]=[CH:17][CH:16]=[CH:15][N:14]=1)=[N:7]2.[F:34][CH:35]([F:52])[C:36]1[CH:41]=[CH:40][C:39](B2OC(C)(C)C(C)(C)O2)=[CH:38][C:37]=1[F:51].C1(P(C2CCCCC2)C2CCCCC2)CCCCC1.[O-]P([O-])([O-])=O.[K+].[K+].[K+]. (5) Given the product [CH2:25]([O:32][C:33](=[O:34])[N:35]([C@@H:36]([CH3:37])[C:38]([NH:40][C@@H:41]([CH:45]1[CH2:50][CH2:49][CH2:48][CH2:47][CH2:46]1)[C:42]([N:17]1[C@H:16]([C:14](=[O:15])[NH:13][N:4]2[C:12]3[C:7](=[CH:8][CH:9]=[CH:10][CH:11]=3)[CH2:6][CH2:5]2)[CH2:21][N:20]2[CH2:22][CH2:23][CH2:24][C@@H:19]2[CH2:18]1)=[O:43])=[O:39])[CH3:51])[C:26]1[CH:31]=[CH:30][CH:29]=[CH:28][CH:27]=1, predict the reactants needed to synthesize it. The reactants are: Cl.Cl.Cl.[N:4]1([NH:13][C:14]([C@@H:16]2[CH2:21][N:20]3[CH2:22][CH2:23][CH2:24][C@@H:19]3[CH2:18][NH:17]2)=[O:15])[C:12]2[C:7](=[CH:8][CH:9]=[CH:10][CH:11]=2)[CH2:6][CH2:5]1.[CH2:25]([O:32][C:33]([N:35]([CH3:51])[C@H:36]([C:38]([NH:40][C@@H:41]([CH:45]1[CH2:50][CH2:49][CH2:48][CH2:47][CH2:46]1)[C:42](O)=[O:43])=[O:39])[CH3:37])=[O:34])[C:26]1[CH:31]=[CH:30][CH:29]=[CH:28][CH:27]=1.F[P-](F)(F)(F)(F)F.N1(OC(N(C)C)=[N+](C)C)C2N=CC=CC=2N=N1. (6) Given the product [CH2:2]([CH:3]([O:6][C:10]1[C:11]2[CH:20]=[CH:19][N:18]([C:21]3[C:26]([CH3:27])=[CH:25][C:24]([CH3:28])=[CH:23][C:22]=3[CH3:29])[C:12]=2[C:13](=[O:17])[N:14]([CH3:16])[N:15]=1)[CH2:4][CH3:5])[CH3:1], predict the reactants needed to synthesize it. The reactants are: [CH3:1][CH2:2][CH:3]([OH:6])[CH2:4][CH3:5].[H-].[Na+].Cl[C:10]1[C:11]2[CH:20]=[CH:19][N:18]([C:21]3[C:26]([CH3:27])=[CH:25][C:24]([CH3:28])=[CH:23][C:22]=3[CH3:29])[C:12]=2[C:13](=[O:17])[N:14]([CH3:16])[N:15]=1.